This data is from Peptide-MHC class I binding affinity with 185,985 pairs from IEDB/IMGT. The task is: Regression. Given a peptide amino acid sequence and an MHC pseudo amino acid sequence, predict their binding affinity value. This is MHC class I binding data. (1) The peptide sequence is PKIVGGIGGF. The MHC is Mamu-B17 with pseudo-sequence Mamu-B17. The binding affinity (normalized) is 0. (2) The peptide sequence is LIRILQRAL. The MHC is HLA-A02:03 with pseudo-sequence HLA-A02:03. The binding affinity (normalized) is 0.427. (3) The binding affinity (normalized) is 0.0847. The MHC is HLA-A69:01 with pseudo-sequence HLA-A69:01. The peptide sequence is QLSLKMLSL. (4) The peptide sequence is LLKCVSDSWL. The MHC is HLA-A02:03 with pseudo-sequence HLA-A02:03. The binding affinity (normalized) is 0.559.